Dataset: Forward reaction prediction with 1.9M reactions from USPTO patents (1976-2016). Task: Predict the product of the given reaction. (1) The product is: [Br:8][C:9]1[CH:10]=[N:11][CH:12]=[C:13]([F:16])[C:14]=1[N:17]1[CH2:22][CH2:21][CH:20]([C:23]([O:25][C:26]([CH3:29])([CH3:28])[CH3:27])=[O:24])[CH2:19][CH2:18]1. Given the reactants C(=O)([O-])[O-].[Na+].[Na+].Cl.[Br:8][C:9]1[CH:10]=[N:11][CH:12]=[C:13]([F:16])[C:14]=1Cl.[NH:17]1[CH2:22][CH2:21][CH:20]([C:23]([O:25][C:26]([CH3:29])([CH3:28])[CH3:27])=[O:24])[CH2:19][CH2:18]1, predict the reaction product. (2) The product is: [CH3:1][O:2][C:3](=[O:29])[CH2:4][CH2:5][C:6]1[CH:11]=[CH:10][C:9]([OH:12])=[C:8]([CH2:20][NH:21][C:22]([O:24][C:25]([CH3:27])([CH3:26])[CH3:28])=[O:23])[CH:7]=1. Given the reactants [CH3:1][O:2][C:3](=[O:29])[CH2:4][CH2:5][C:6]1[CH:11]=[CH:10][C:9]([O:12]CC2C=CC=CC=2)=[C:8]([CH2:20][NH:21][C:22]([O:24][C:25]([CH3:28])([CH3:27])[CH3:26])=[O:23])[CH:7]=1, predict the reaction product. (3) Given the reactants [OH:1][C:2]([C:33]1[S:34][CH:35]=[CH:36][CH:37]=1)([C:28]1[S:29][CH:30]=[CH:31][CH:32]=1)[C:3]([O:5][C@H:6]1[CH2:11][CH2:10][C@H:9]([N:12]([CH2:14][CH2:15][CH2:16][N:17]2[C:21]3[CH:22]=[CH:23][C:24]([CH:26]=O)=[CH:25][C:20]=3[N:19]=[N:18]2)[CH3:13])[CH2:8][CH2:7]1)=[O:4].C(O)(=O)C.[NH2:42][CH2:43][C@@H:44]([C:53]1[CH:62]=[CH:61][C:60]([OH:63])=[C:59]2[C:54]=1[CH:55]=[CH:56][C:57](=[O:64])[NH:58]2)[O:45][Si:46]([C:49]([CH3:52])([CH3:51])[CH3:50])([CH3:48])[CH3:47].C(N(C(C)C)CC)(C)C.C(O[BH-](OC(=O)C)OC(=O)C)(=O)C.[Na+], predict the reaction product. The product is: [OH:1][C:2]([C:28]1[S:29][CH:30]=[CH:31][CH:32]=1)([C:33]1[S:34][CH:35]=[CH:36][CH:37]=1)[C:3]([O:5][C@H:6]1[CH2:7][CH2:8][C@H:9]([N:12]([CH2:14][CH2:15][CH2:16][N:17]2[C:21]3[CH:22]=[CH:23][C:24]([CH2:26][NH:42][CH2:43][C@H:44]([O:45][Si:46]([C:49]([CH3:52])([CH3:51])[CH3:50])([CH3:48])[CH3:47])[C:53]4[CH:62]=[CH:61][C:60]([OH:63])=[C:59]5[C:54]=4[CH:55]=[CH:56][C:57](=[O:64])[NH:58]5)=[CH:25][C:20]=3[N:19]=[N:18]2)[CH3:13])[CH2:10][CH2:11]1)=[O:4]. (4) Given the reactants [CH2:1](Br)[C:2]1[CH:7]=[CH:6][CH:5]=[CH:4][CH:3]=1.[Cl:9][C:10]1[CH:15]=[CH:14][C:13]([OH:16])=[CH:12][C:11]=1[N+:17]([O-:19])=[O:18].C([O-])([O-])=O.[Na+].[Na+].O, predict the reaction product. The product is: [CH2:1]([O:16][C:13]1[CH:14]=[CH:15][C:10]([Cl:9])=[C:11]([N+:17]([O-:19])=[O:18])[CH:12]=1)[C:2]1[CH:7]=[CH:6][CH:5]=[CH:4][CH:3]=1. (5) The product is: [CH3:8][N:9]1[CH2:10][CH2:12][N:71]([S:72]([CH:37]=[CH2:40])(=[O:74])=[O:73])[CH2:17][CH2:18]1. Given the reactants C1C2[C:10]3=[CH:12]C4C=CC(C(N)=O)=[CH:17][C:18]=4[N:9]3[CH2:8]C=CC=2C=CC=1.C1C2C3=CC4C=C[C:37]([C:40](O)=O)=CC=4N3CC=CC=2C=CC=1.[OH-].[Na+].Cl.C(Cl)(=O)C(Cl)=O.CCN(P1(N(C)CCCN1C)=NC(C)(C)C)CC.C[NH:71][S:72](NC)(=[O:74])=[O:73], predict the reaction product. (6) Given the reactants N[C:2]1[C:3]([CH3:20])=[C:4]([CH:12]=[C:13]([CH3:19])[C:14]=1[C:15]([O:17][CH3:18])=[O:16])[C:5]([O:7][C:8]([CH3:11])([CH3:10])[CH3:9])=[O:6].[I:21]CI.N(OCCC(C)C)=O, predict the reaction product. The product is: [I:21][C:2]1[C:3]([CH3:20])=[C:4]([CH:12]=[C:13]([CH3:19])[C:14]=1[C:15]([O:17][CH3:18])=[O:16])[C:5]([O:7][C:8]([CH3:11])([CH3:10])[CH3:9])=[O:6]. (7) Given the reactants [Cl:1][C:2]1[S:6][C:5]([C:7]2[N:8]=[C:9](O)[C:10]3[CH2:15][S:14][CH2:13][C:11]=3[N:12]=2)=[CH:4][CH:3]=1.P(Cl)(Cl)([Cl:19])=O, predict the reaction product. The product is: [Cl:19][C:9]1[C:10]2[CH2:15][S:14][CH2:13][C:11]=2[N:12]=[C:7]([C:5]2[S:6][C:2]([Cl:1])=[CH:3][CH:4]=2)[N:8]=1. (8) Given the reactants [CH3:1][NH:2][C:3]1[C:4](=[CH:9][CH:10]=[CH:11][CH:12]=1)[C:5]([O:7][CH3:8])=[O:6].I[C:14]1[CH:23]=[CH:22][CH:21]=[CH:20][C:15]=1[C:16]([O:18][CH3:19])=[O:17].C(=O)([O-])[O-].[K+].[K+], predict the reaction product. The product is: [CH3:1][N:2]([C:14]1[CH:23]=[CH:22][CH:21]=[CH:20][C:15]=1[C:16]([O:18][CH3:19])=[O:17])[C:3]1[CH:12]=[CH:11][CH:10]=[CH:9][C:4]=1[C:5]([O:7][CH3:8])=[O:6].